Regression. Given a peptide amino acid sequence and an MHC pseudo amino acid sequence, predict their binding affinity value. This is MHC class I binding data. From a dataset of Peptide-MHC class I binding affinity with 185,985 pairs from IEDB/IMGT. (1) The peptide sequence is RSPRAHKYQV. The MHC is Mamu-A01 with pseudo-sequence Mamu-A01. The binding affinity (normalized) is 1.00. (2) The peptide sequence is VLRLFVCFLI. The MHC is HLA-A02:02 with pseudo-sequence HLA-A02:02. The binding affinity (normalized) is 0.292. (3) The peptide sequence is KLMALELFK. The MHC is HLA-B08:02 with pseudo-sequence HLA-B08:02. The binding affinity (normalized) is 0.0847. (4) The peptide sequence is YQCGHYTHI. The MHC is HLA-A68:02 with pseudo-sequence HLA-A68:02. The binding affinity (normalized) is 0.263.